From a dataset of CYP3A4 inhibition data for predicting drug metabolism from PubChem BioAssay. Regression/Classification. Given a drug SMILES string, predict its absorption, distribution, metabolism, or excretion properties. Task type varies by dataset: regression for continuous measurements (e.g., permeability, clearance, half-life) or binary classification for categorical outcomes (e.g., BBB penetration, CYP inhibition). Dataset: cyp3a4_veith. (1) The molecule is CO[C@@H]1COC(=O)[C@@H](C)NC(=O)C/C=C\[C@H](C)[C@@H](OC)COC(=O)C/C=C\[C@@H]1C. The result is 0 (non-inhibitor). (2) The drug is O=C(c1cccs1)N1CCN(C(=O)C(c2ccccc2)c2ccccc2)CC1. The result is 0 (non-inhibitor). (3) The result is 0 (non-inhibitor). The compound is CCCS(=O)(=O)N1CCCC(C(=O)NCCN2CCOCC2)C1. (4) The compound is C=CCNc1nc(-c2ccc(Cl)cc2)cs1. The result is 1 (inhibitor). (5) The drug is O=C1CN2CCN(CC2)CC(=O)Nc2ccc(cc2)S(=O)(=O)c2ccc(cc2)NC(=O)CN2CCN(CC2)CC(=O)Nc2ccc(cc2)S(=O)(=O)c2ccc(cc2)N1. The result is 0 (non-inhibitor).